From a dataset of Full USPTO retrosynthesis dataset with 1.9M reactions from patents (1976-2016). Predict the reactants needed to synthesize the given product. (1) Given the product [NH2:18][C:9]1[C:10]([F:17])=[C:11]([F:16])[C:12]([O:14][CH3:15])=[C:13]2[C:8]=1[C:7](=[O:21])[C:6]([C:22]([O:24][CH2:25][CH3:26])=[O:23])=[C:5]([C:27]1[CH:28]=[CH:29][CH:30]=[CH:31][CH:32]=1)[N:4]2[CH:1]1[CH2:2][CH2:3]1, predict the reactants needed to synthesize it. The reactants are: [CH:1]1([N:4]2[C:13]3[C:8](=[C:9]([N+:18]([O-])=O)[C:10]([F:17])=[C:11]([F:16])[C:12]=3[O:14][CH3:15])[C:7](=[O:21])[C:6]([C:22]([O:24][CH2:25][CH3:26])=[O:23])=[C:5]2[C:27]2[CH:32]=[CH:31][CH:30]=[CH:29][CH:28]=2)[CH2:3][CH2:2]1. (2) Given the product [Cl:27][C:28]1[CH:33]=[CH:32][N:31]=[C:30]([C:2]2[N:10]=[C:9]([C:11]#[N:12])[N:8]=[C:7]3[C:3]=2[N:4]([CH2:13][C@H:14]2[CH2:19][CH2:18][C@H:17]([CH3:20])[CH2:16][CH2:15]2)[CH:5]=[N:6]3)[CH:29]=1, predict the reactants needed to synthesize it. The reactants are: Cl[C:2]1[N:10]=[C:9]([C:11]#[N:12])[N:8]=[C:7]2[C:3]=1[N:4]([CH2:13][C@H:14]1[CH2:19][CH2:18][C@H:17]([CH3:20])[CH2:16][CH2:15]1)[CH:5]=[N:6]2.O1CCOCC1.[Cl:27][C:28]1[CH:33]=[CH:32][N:31]=[C:30]([Sn](CCCC)(CCCC)CCCC)[CH:29]=1. (3) Given the product [ClH:28].[ClH:28].[NH:8]1[CH2:13][CH2:12][CH:11]([CH2:14][CH2:15][N:16]2[C:24]3[N:19]4[C:20](=[N:25][CH:26]=[C:18]4[C:17]2=[O:27])[CH:21]=[CH:22][CH:23]=3)[CH2:10][CH2:9]1, predict the reactants needed to synthesize it. The reactants are: C(OC([N:8]1[CH2:13][CH2:12][CH:11]([CH2:14][CH2:15][N:16]2[C:24]3[N:19]4[C:20](=[N:25][CH:26]=[C:18]4[C:17]2=[O:27])[CH:21]=[CH:22][CH:23]=3)[CH2:10][CH2:9]1)=O)(C)(C)C.[ClH:28]. (4) Given the product [Br:1][C:2]1[CH:7]=[C:6]([CH2:8][C:9]2[CH:10]=[CH:11][C:12]([CH2:15][CH3:16])=[CH:13][CH:14]=2)[C:5]([Cl:17])=[CH:4][C:3]=1[CH2:18][O:19][CH2:20][CH2:21][C:22]#[C:23][Si:32]([CH3:35])([CH3:34])[CH3:33], predict the reactants needed to synthesize it. The reactants are: [Br:1][C:2]1[CH:7]=[C:6]([CH2:8][C:9]2[CH:14]=[CH:13][C:12]([CH2:15][CH3:16])=[CH:11][CH:10]=2)[C:5]([Cl:17])=[CH:4][C:3]=1[CH2:18][O:19][CH2:20][CH2:21][C:22]#[CH:23].[Li+].CC([N-]C(C)C)C.[Si:32](Cl)([CH3:35])([CH3:34])[CH3:33]. (5) The reactants are: [NH2:1][C:2]1[N:3]([C:8]2[C:13]([Cl:14])=[CH:12][C:11]([Cl:15])=[CH:10][C:9]=2[Cl:16])[N:4]=[C:5]([CH3:7])[CH:6]=1.[C:17]([CH:20]1[CH2:25][CH2:24][O:23][C:21]1=[O:22])(=O)[CH3:18]. Given the product [CH3:7][C:5]1[CH:6]=[C:2]([NH:1]/[C:17](=[C:20]2/[C:21](=[O:22])[O:23][CH2:24][CH2:25]/2)/[CH3:18])[N:3]([C:8]2[C:13]([Cl:14])=[CH:12][C:11]([Cl:15])=[CH:10][C:9]=2[Cl:16])[N:4]=1, predict the reactants needed to synthesize it. (6) Given the product [C:3]([N:9]1[CH2:10][CH:11]2[CH2:15][C:14](=[O:16])[CH2:13][CH:12]2[CH2:8]1)(=[O:4])[CH3:2], predict the reactants needed to synthesize it. The reactants are: F[C:2](F)(F)[C:3](O)=[O:4].[CH2:8]1[CH:12]2[CH2:13][C:14](=[O:16])[CH2:15][CH:11]2[CH2:10][NH:9]1.C(N(CC)CC)C. (7) Given the product [CH:28]1([C:31]2[C:32]([N:41]3[CH2:42][CH2:43][CH:44]([F:47])[CH2:45][CH2:46]3)=[CH:33][C:34]([O:39][CH3:40])=[C:35]([CH:38]=2)[CH2:19][N:17]2[CH2:18][C:15]3([CH2:26][C:12]([N:9]4[CH2:8][CH2:7][C:6]([CH3:27])([C:4]([OH:3])=[O:5])[CH2:11][CH2:10]4)=[N:13][O:14]3)[CH2:16]2)[CH2:29][CH2:30]1, predict the reactants needed to synthesize it. The reactants are: C([O:3][C:4]([C:6]1([CH3:27])[CH2:11][CH2:10][N:9]([C:12]2[CH2:26][C:15]3([CH2:18][N:17]([C:19](OC(C)(C)C)=O)[CH2:16]3)[O:14][N:13]=2)[CH2:8][CH2:7]1)=[O:5])C.[CH:28]1([C:31]2[C:32]([N:41]3[CH2:46][CH2:45][CH:44]([F:47])[CH2:43][CH2:42]3)=[CH:33][C:34]([O:39][CH3:40])=[C:35]([CH:38]=2)C=O)[CH2:30][CH2:29]1. (8) Given the product [CH2:23]([C:11]1[N:10]([CH2:9][CH2:8][CH2:33][CH2:32][CH2:31][C:35](=[O:34])[CH3:28])[C:22]2[C:21]3[CH:20]=[CH:19][CH:18]=[CH:17][C:16]=3[N:15]=[CH:14][C:13]=2[N:12]=1)[CH2:24][CH3:25], predict the reactants needed to synthesize it. The reactants are: CON(C)C(=O)CCC[CH2:8][CH2:9][N:10]1[C:22]2[C:21]3[CH:20]=[CH:19][CH:18]=[CH:17][C:16]=3[N:15]=[CH:14][C:13]=2[N:12]=[C:11]1[CH2:23][CH2:24][CH3:25].[CH3:28][Mg]Br.[CH2:31]1[CH2:35][O:34][CH2:33][CH2:32]1. (9) Given the product [C:12]([C-:1]1[CH:5]=[CH:4][CH:3]=[CH:2]1)(=[O:14])[CH3:13].[CH-:6]1[CH:10]=[CH:9][CH:8]=[CH:7]1.[Ru+2:11], predict the reactants needed to synthesize it. The reactants are: [CH-:1]1[CH:5]=[CH:4][CH:3]=[CH:2]1.[CH-:6]1[CH:10]=[CH:9][CH:8]=[CH:7]1.[Ru+2:11].[C:12](OC(=O)C)(=[O:14])[CH3:13].P(=O)(O)(O)O. (10) Given the product [CH2:28]([CH:25]([CH2:26][CH3:27])[C:24]([NH:23][C:20]1[CH:21]=[CH:22][C:17]([N:14]2[CH2:15][CH2:16][N:11]([CH:4]([C:3]([NH:33][NH2:34])=[O:2])[C:5]3[CH:6]=[CH:7][CH:8]=[CH:9][CH:10]=3)[CH2:12][CH2:13]2)=[C:18]([F:31])[CH:19]=1)=[O:30])[CH3:29], predict the reactants needed to synthesize it. The reactants are: C[O:2][C:3](=O)[CH:4]([N:11]1[CH2:16][CH2:15][N:14]([C:17]2[CH:22]=[CH:21][C:20]([NH:23][C:24](=[O:30])[CH:25]([CH2:28][CH3:29])[CH2:26][CH3:27])=[CH:19][C:18]=2[F:31])[CH2:13][CH2:12]1)[C:5]1[CH:10]=[CH:9][CH:8]=[CH:7][CH:6]=1.[NH2:33][NH2:34].O.